This data is from Reaction yield outcomes from USPTO patents with 853,638 reactions. The task is: Predict the reaction yield, written as a fraction of the theoretical maximum amount of product (1.0 means a 100% yield; for example, 0.34 means a 34% yield). The reactants are [Cl-:1].[Al+3].[Cl-].[Cl-].[Cl:5][C:6]1[CH:7]=[CH:8][C:9]2[S:13][C:12](=[O:14])[NH:11][C:10]=2[CH:15]=1.Br[CH2:17][C:18](Br)=[O:19]. The catalyst is CN(C=O)C. The product is [Cl:5][C:6]1[C:7]([C:18](=[O:19])[CH2:17][Cl:1])=[CH:8][C:9]2[S:13][C:12](=[O:14])[NH:11][C:10]=2[CH:15]=1. The yield is 0.410.